Predict the product of the given reaction. From a dataset of Forward reaction prediction with 1.9M reactions from USPTO patents (1976-2016). (1) Given the reactants [CH:1]1([C:4]([NH:6][C:7]2[S:8][C:9]3[C:14]([N:15]=2)=[CH:13][CH:12]=[C:11]([O:16][C:17]2[CH:18]=[C:19]([NH:24]C(=O)OCC4C=CC=CC=4)[CH:20]=[CH:21][C:22]=2[CH3:23])[N:10]=3)=[O:5])[CH2:3][CH2:2]1.CN1CCCC1=O.C([O-])=O.[NH4+], predict the reaction product. The product is: [NH2:24][C:19]1[CH:20]=[CH:21][C:22]([CH3:23])=[C:17]([CH:18]=1)[O:16][C:11]1[N:10]=[C:9]2[S:8][C:7]([NH:6][C:4]([CH:1]3[CH2:3][CH2:2]3)=[O:5])=[N:15][C:14]2=[CH:13][CH:12]=1. (2) Given the reactants [C:1]1([S:7]([C:10]2[CH:11]=[CH:12][C:13]([N+:17]([O-])=O)=[C:14]([OH:16])[CH:15]=2)(=[O:9])=[O:8])[CH:6]=[CH:5][CH:4]=[CH:3][CH:2]=1, predict the reaction product. The product is: [NH2:17][C:13]1[CH:12]=[CH:11][C:10]([S:7]([C:1]2[CH:6]=[CH:5][CH:4]=[CH:3][CH:2]=2)(=[O:9])=[O:8])=[CH:15][C:14]=1[OH:16]. (3) The product is: [NH:1]([C:14]([O:16][CH2:17][C:18]1[CH:19]=[CH:20][CH:21]=[CH:22][CH:23]=1)=[O:15])[C@@H:2]([C:4]([NH:52][CH2:53][C:54]([NH2:56])=[O:55])=[O:6])[CH3:3].[NH:24]([C:41]([O:43][CH2:44][C:45]1[CH:46]=[CH:47][CH:48]=[CH:49][CH:50]=1)=[O:42])[C@@H:25]([C:31]([NH:52][CH2:53][C:54]([NH2:56])=[O:55])=[O:33])[CH2:26][CH2:27][C:28](=[O:30])[OH:29]. Given the reactants [NH:1]([C:14]([O:16][CH2:17][C:18]1[CH:23]=[CH:22][CH:21]=[CH:20][CH:19]=1)=[O:15])[C@@H:2]([C:4]([O:6]CC1C=CC=CC=1)=O)[CH3:3].[NH:24]([C:41]([O:43][CH2:44][C:45]1[CH:50]=[CH:49][CH:48]=[CH:47][CH:46]=1)=[O:42])[C@@H:25]([C:31]([O:33]CC1C=CC=CC=1)=O)[CH2:26][CH2:27][C:28](=[O:30])[OH:29].Cl.[NH2:52][CH2:53][C:54]([NH2:56])=[O:55], predict the reaction product. (4) Given the reactants [F:1][C:2]1[C:7]([F:8])=[CH:6][CH:5]=[CH:4][C:3]=1[CH2:9][S:10][C:11]1[N:16]=[C:15]([NH:17][S:18]([N:21]2[CH2:24][CH2:23][CH2:22]2)(=[O:20])=[O:19])[CH:14]=[C:13]([O:25][CH2:26][C@@H:27]2[CH2:31][O:30]C(C)(C)[O:28]2)[N:12]=1.O.C1(C)C=CC(S([O-])(=O)=O)=CC=1.[NH+]1C=CC=CC=1, predict the reaction product. The product is: [F:1][C:2]1[C:7]([F:8])=[CH:6][CH:5]=[CH:4][C:3]=1[CH2:9][S:10][C:11]1[N:16]=[C:15]([NH:17][S:18]([N:21]2[CH2:24][CH2:23][CH2:22]2)(=[O:20])=[O:19])[CH:14]=[C:13]([O:25][CH2:26][C@@H:27]([OH:28])[CH2:31][OH:30])[N:12]=1.